Regression. Given a peptide amino acid sequence and an MHC pseudo amino acid sequence, predict their binding affinity value. This is MHC class II binding data. From a dataset of Peptide-MHC class II binding affinity with 134,281 pairs from IEDB. (1) The peptide sequence is QQLLFIHFRIGCRHSRIG. The MHC is DRB1_1201 with pseudo-sequence DRB1_1201. The binding affinity (normalized) is 0.281. (2) The peptide sequence is VHRGAVPRRGPRGGP. The MHC is HLA-DPA10201-DPB10501 with pseudo-sequence HLA-DPA10201-DPB10501. The binding affinity (normalized) is 0.121. (3) The peptide sequence is KLMNSPEFHLVFGNC. The MHC is DRB1_0301 with pseudo-sequence DRB1_0301. The binding affinity (normalized) is 0. (4) The peptide sequence is QIRMAKLLGRDPEQS. The MHC is DRB3_0101 with pseudo-sequence DRB3_0101. The binding affinity (normalized) is 0.0808.